Dataset: Catalyst prediction with 721,799 reactions and 888 catalyst types from USPTO. Task: Predict which catalyst facilitates the given reaction. (1) Reactant: Cl[C:2]1[C:11]([C:12]2[CH:17]=[CH:16][CH:15]=[CH:14][CH:13]=2)=[CH:10][C:9]2[C:4](=[N:5][CH:6]=[CH:7][CH:8]=2)[N:3]=1.[CH:18]([C:20]1[CH:25]=[CH:24][C:23](B(O)O)=[CH:22][CH:21]=1)=[O:19].C([O-])([O-])=O.[Na+].[Na+]. Product: [C:12]1([C:11]2[C:2]([C:23]3[CH:24]=[CH:25][C:20]([CH:18]=[O:19])=[CH:21][CH:22]=3)=[N:3][C:4]3[C:9]([CH:10]=2)=[CH:8][CH:7]=[CH:6][N:5]=3)[CH:17]=[CH:16][CH:15]=[CH:14][CH:13]=1. The catalyst class is: 77. (2) Reactant: [CH3:1][O:2][C:3]1[CH:4]=[N:5][C:6]2[C:11]([CH:12]=1)=[C:10]([CH:13]1[CH2:15][O:14]1)[CH:9]=[CH:8][CH:7]=2.[O:16]1[C:21]2[CH:22]=[CH:23][C:24]([CH2:26][CH2:27][N:28]3[CH2:33][CH2:32][NH:31][CH2:30][CH2:29]3)=[CH:25][C:20]=2[O:19][CH2:18][CH2:17]1.Cl([O-])(=O)(=O)=O.[Li+]. Product: [O:16]1[C:21]2[CH:22]=[CH:23][C:24]([CH2:26][CH2:27][N:28]3[CH2:33][CH2:32][N:31]([CH2:15][CH:13]([C:10]4[CH:9]=[CH:8][CH:7]=[C:6]5[C:11]=4[CH:12]=[C:3]([O:2][CH3:1])[CH:4]=[N:5]5)[OH:14])[CH2:30][CH2:29]3)=[CH:25][C:20]=2[O:19][CH2:18][CH2:17]1. The catalyst class is: 3.